This data is from Full USPTO retrosynthesis dataset with 1.9M reactions from patents (1976-2016). The task is: Predict the reactants needed to synthesize the given product. (1) Given the product [Cl:19][C:16]1[CH:17]=[CH:18][C:13]([N:6]2[C:7]3[CH:12]=[CH:11][CH:10]=[CH:9][C:8]=3[N:4]([CH2:3][CH2:2][N:28]3[CH2:27][C@H:26]([CH3:30])[NH:25][C@H:24]([CH3:23])[CH2:29]3)[S:5]2(=[O:22])=[O:21])=[C:14]([CH3:20])[CH:15]=1, predict the reactants needed to synthesize it. The reactants are: Br[CH2:2][CH2:3][N:4]1[C:8]2[CH:9]=[CH:10][CH:11]=[CH:12][C:7]=2[N:6]([C:13]2[CH:18]=[CH:17][C:16]([Cl:19])=[CH:15][C:14]=2[CH3:20])[S:5]1(=[O:22])=[O:21].[CH3:23][C@H:24]1[CH2:29][NH:28][CH2:27][C@@H:26]([CH3:30])[NH:25]1. (2) Given the product [OH:12][C:7]1[CH:6]=[C:5]2[C:10]([CH:11]=[C:2]([C:20]3[CH:21]=[CH:22][C:17]([O:16][CH3:15])=[CH:18][CH:19]=3)[CH:3]=[C:4]2[C:13]#[N:14])=[CH:9][CH:8]=1, predict the reactants needed to synthesize it. The reactants are: Br[C:2]1[CH:3]=[C:4]([C:13]#[N:14])[C:5]2[C:10]([CH:11]=1)=[CH:9][CH:8]=[C:7]([OH:12])[CH:6]=2.[CH3:15][O:16][C:17]1[CH:22]=[CH:21][C:20](B(O)O)=[CH:19][CH:18]=1.